Dataset: Forward reaction prediction with 1.9M reactions from USPTO patents (1976-2016). Task: Predict the product of the given reaction. (1) The product is: [CH3:22][C:21]([CH3:24])([CH3:23])[CH2:20][CH2:19][CH2:18][NH:17][C:15]([C:3]1[C:4]([CH3:14])=[N:5][C:6]([N:8]2[CH2:13][CH2:12][O:11][CH2:10][CH2:9]2)=[CH:7][C:2]=1[N:29]1[CH2:30][CH2:31][C@@H:27]([F:26])[CH2:28]1)=[O:16]. Given the reactants Cl[C:2]1[CH:7]=[C:6]([N:8]2[CH2:13][CH2:12][O:11][CH2:10][CH2:9]2)[N:5]=[C:4]([CH3:14])[C:3]=1[C:15]([NH:17][CH2:18][CH2:19][CH2:20][C:21]([CH3:24])([CH3:23])[CH3:22])=[O:16].Cl.[F:26][C@@H:27]1[CH2:31][CH2:30][NH:29][CH2:28]1.C(N(C(C)C)CC)(C)C, predict the reaction product. (2) Given the reactants [N:1]1[C:8](Cl)=[N:7][C:5](Cl)=[N:4][C:2]=1Cl.[NH2:10][C:11]1[CH:46]=[CH:45][C:14]([O:15][CH2:16][C:17]([CH2:36][O:37][C:38]2[CH:43]=[CH:42][C:41]([NH2:44])=[CH:40][CH:39]=2)([CH2:27][O:28][C:29]2[CH:34]=[CH:33][C:32]([NH2:35])=[CH:31][CH:30]=2)[CH2:18][O:19][C:20]2[CH:25]=[CH:24][C:23]([NH2:26])=[CH:22][CH:21]=2)=[CH:13][CH:12]=1.[CH2:47]([NH2:55])[CH2:48][CH2:49][CH2:50][CH2:51][CH2:52][CH2:53][CH3:54].O, predict the reaction product. The product is: [CH2:47]([NH:55][C:2]1[N:4]=[C:5]([NH:55][CH2:47][CH2:48][CH2:49][CH2:50][CH2:51][CH2:52][CH2:53][CH3:54])[N:7]=[C:8]([NH:44][C:41]2[CH:40]=[CH:39][C:38]([O:37][CH2:36][C:17]([CH2:18][O:19][C:20]3[CH:21]=[CH:22][C:23]([NH:26][C:2]4[N:4]=[C:5]([NH:55][CH2:47][CH2:48][CH2:49][CH2:50][CH2:51][CH2:52][CH2:53][CH3:54])[N:7]=[C:8]([NH:55][CH2:47][CH2:48][CH2:49][CH2:50][CH2:51][CH2:52][CH2:53][CH3:54])[N:1]=4)=[CH:24][CH:25]=3)([CH2:27][O:28][C:29]3[CH:34]=[CH:33][C:32]([NH:35][C:2]4[N:4]=[C:5]([NH:55][CH2:47][CH2:48][CH2:49][CH2:50][CH2:51][CH2:52][CH2:53][CH3:54])[N:7]=[C:8]([NH:55][CH2:47][CH2:48][CH2:49][CH2:50][CH2:51][CH2:52][CH2:53][CH3:54])[N:1]=4)=[CH:31][CH:30]=3)[CH2:16][O:15][C:14]3[CH:13]=[CH:12][C:11]([NH:10][C:2]4[N:4]=[C:5]([NH:55][CH2:47][CH2:48][CH2:49][CH2:50][CH2:51][CH2:52][CH2:53][CH3:54])[N:7]=[C:8]([NH:55][CH2:47][CH2:48][CH2:49][CH2:50][CH2:51][CH2:52][CH2:53][CH3:54])[N:1]=4)=[CH:46][CH:45]=3)=[CH:43][CH:42]=2)[N:1]=1)[CH2:48][CH2:49][CH2:50][CH2:51][CH2:52][CH2:53][CH3:54]. (3) Given the reactants C(=O)(O)[O-].[Na+].[C:6]1([OH:13])[CH:11]=[CH:10][CH:9]=[C:8]([OH:12])[CH:7]=1.[I:14]I, predict the reaction product. The product is: [I:14][C:7]1[C:8]([OH:12])=[CH:9][CH:10]=[CH:11][C:6]=1[OH:13]. (4) Given the reactants Cl.[CH:2]1([CH2:5][O:6][C:7]2[CH:12]=[C:11]([O:13][CH3:14])[C:10]([F:15])=[CH:9][C:8]=2[C:16]2[CH:21]=[CH:20][N:19]=[C:18]3[C:22]([C:26]([NH:28][CH:29]4[CH2:34][CH2:33][NH:32][CH2:31][CH2:30]4)=[O:27])=[C:23]([CH3:25])[NH:24][C:17]=23)[CH2:4][CH2:3]1.[C:35](Cl)(=[O:38])[CH2:36][CH3:37], predict the reaction product. The product is: [CH:2]1([CH2:5][O:6][C:7]2[CH:12]=[C:11]([O:13][CH3:14])[C:10]([F:15])=[CH:9][C:8]=2[C:16]2[CH:21]=[CH:20][N:19]=[C:18]3[C:22]([C:26]([NH:28][CH:29]4[CH2:30][CH2:31][N:32]([C:35](=[O:38])[CH2:36][CH3:37])[CH2:33][CH2:34]4)=[O:27])=[C:23]([CH3:25])[NH:24][C:17]=23)[CH2:4][CH2:3]1. (5) Given the reactants Br[C:2]1[N:3]=[C:4]([NH:23][CH2:24][CH:25]([CH3:27])[CH3:26])[C:5]2[N:6]([C:8]([C:11]3[CH:22]=[CH:21][C:14]([C:15]([NH:17][CH:18]4[CH2:20][CH2:19]4)=[O:16])=[CH:13][CH:12]=3)=[CH:9][N:10]=2)[CH:7]=1.[N:28]1[CH:33]=[CH:32][CH:31]=[CH:30][C:29]=1[C:34]([NH2:36])=[O:35].C(=O)([O-])[O-].[Cs+].[Cs+].CC1(C)C2C=CC=C(P(C3C=CC=CC=3)C3C=CC=CC=3)C=2OC2C1=CC=CC=2P(C1C=CC=CC=1)C1C=CC=CC=1, predict the reaction product. The product is: [CH:18]1([NH:17][C:15]([C:14]2[CH:21]=[CH:22][C:11]([C:8]3[N:6]4[CH:7]=[C:2]([NH:36][C:34]([C:29]5[CH:30]=[CH:31][CH:32]=[CH:33][N:28]=5)=[O:35])[N:3]=[C:4]([NH:23][CH2:24][CH:25]([CH3:27])[CH3:26])[C:5]4=[N:10][CH:9]=3)=[CH:12][CH:13]=2)=[O:16])[CH2:20][CH2:19]1. (6) Given the reactants [C:1]([O:5][C:6]([N:8]1[CH2:13][CH2:12][N:11]([C:14]2[CH:22]=[CH:21][CH:20]=[C:19]3[C:15]=2[CH:16]=[C:17]([C:31](=[O:33])[NH2:32])[N:18]3[CH2:23][C:24]2[CH:29]=[CH:28][C:27]([F:30])=[CH:26][CH:25]=2)[CH2:10][CH2:9]1)=[O:7])([CH3:4])([CH3:3])[CH3:2].[O-]S(C(F)(F)[F:39])(=O)=O.F[N+]1C(C)=CC(C)=CC=1C, predict the reaction product. The product is: [C:1]([O:5][C:6]([N:8]1[CH2:9][CH2:10][N:11]([C:14]2[CH:22]=[CH:21][CH:20]=[C:19]3[C:15]=2[C:16]([F:39])=[C:17]([C:31](=[O:33])[NH2:32])[N:18]3[CH2:23][C:24]2[CH:25]=[CH:26][C:27]([F:30])=[CH:28][CH:29]=2)[CH2:12][CH2:13]1)=[O:7])([CH3:4])([CH3:2])[CH3:3]. (7) Given the reactants [CH2:1]([C:4]1[CH2:9][CH2:8][CH2:7][C:6]([CH3:11])([CH3:10])[C:5]=1[CH2:12][C:13]([OH:15])=O)[CH:2]=[CH2:3].C(N=C=N[CH2:21][CH2:22][CH2:23][N:24]([CH3:26])C)C.ON1C2N=CC=CC=2N=N1.N1CCCC1.CCN(CC)CC, predict the reaction product. The product is: [CH2:1]([C:4]1[CH2:9][CH2:8][CH2:7][C:6]([CH3:10])([CH3:11])[C:5]=1[CH2:12][C:13]([N:24]1[CH2:23][CH2:22][CH2:21][CH2:26]1)=[O:15])[CH:2]=[CH2:3].